This data is from Peptide-MHC class I binding affinity with 185,985 pairs from IEDB/IMGT. The task is: Regression. Given a peptide amino acid sequence and an MHC pseudo amino acid sequence, predict their binding affinity value. This is MHC class I binding data. (1) The peptide sequence is VGNDMPGGY. The MHC is HLA-A30:02 with pseudo-sequence HLA-A30:02. The binding affinity (normalized) is 0.869. (2) The peptide sequence is KMDVTPLDY. The MHC is HLA-B51:01 with pseudo-sequence HLA-B51:01. The binding affinity (normalized) is 0.0847.